Dataset: Reaction yield outcomes from USPTO patents with 853,638 reactions. Task: Predict the reaction yield, written as a fraction of the theoretical maximum amount of product (1.0 means a 100% yield; for example, 0.34 means a 34% yield). (1) The reactants are [Cl:1][C:2]1[C:11]2[CH2:10][N:9](CC3C=CC(OC)=CC=3)[C:8](=[O:21])[NH:7][C:6]=2[N:5]=[CH:4][CH:3]=1.C(O)(C(F)(F)F)=O. No catalyst specified. The product is [Cl:1][C:2]1[C:11]2[CH2:10][NH:9][C:8](=[O:21])[NH:7][C:6]=2[N:5]=[CH:4][CH:3]=1. The yield is 0.990. (2) The reactants are [C:1]1(=O)[C:12]2=[C:13]3[C:8](=[CH:9][CH:10]=[CH:11]2)[CH2:7][CH2:6][CH2:5][CH:4]3[CH2:3][CH2:2]1.[BH4-].[Na+].[Cl-].[Al+3].[Cl-].[Cl-]. The catalyst is O1CCCC1.C(OCC)(=O)C. The product is [CH2:11]1[C:12]2=[C:13]3[C:4](=[CH:3][CH:2]=[CH:1]2)[CH2:5][CH2:6][CH2:7][CH:8]3[CH2:9][CH2:10]1. The yield is 0.800. (3) The reactants are [CH3:1][C:2]1[C:6]([CH2:7][N:8]2[CH:12]=[C:11]([NH2:13])[CH:10]=[N:9]2)=[C:5]([CH3:14])[O:4][N:3]=1.[Cl:15][CH2:16][CH2:17][N:18]=[C:19]=[O:20]. The catalyst is C(#N)C. The product is [Cl:15][CH2:16][CH2:17][NH:18][C:19]([NH:13][C:11]1[CH:10]=[N:9][N:8]([CH2:7][C:6]2[C:2]([CH3:1])=[N:3][O:4][C:5]=2[CH3:14])[CH:12]=1)=[O:20]. The yield is 0.400. (4) The reactants are C(N(CC)CC)C.C(OP(C#N)(=O)OCC)C.[NH2:18][C:19]1[CH:46]=[CH:45][C:22]([CH2:23][N:24]2[C:33]3[C:28](=[C:29]([CH2:36][CH:37]4[S:41][C:40](=[O:42])[NH:39][C:38]4=[O:43])[CH:30]=[CH:31][C:32]=3[O:34][CH3:35])[CH2:27][CH2:26][C:25]2=[O:44])=[CH:21][CH:20]=1.[CH:47]1[C:56]2[C:51](=[CH:52][CH:53]=[CH:54][CH:55]=2)[CH:50]=[CH:49][C:48]=1[C:57](O)=[O:58]. The catalyst is C(OCC)(=O)C.O.CN(C=O)C. The product is [CH3:35][O:34][C:32]1[CH:31]=[CH:30][C:29]([CH2:36][CH:37]2[S:41][C:40](=[O:42])[NH:39][C:38]2=[O:43])=[C:28]2[C:33]=1[N:24]([CH2:23][C:22]1[CH:21]=[CH:20][C:19]([NH:18][C:57]([C:48]3[CH:49]=[CH:50][C:51]4[C:56](=[CH:55][CH:54]=[CH:53][CH:52]=4)[CH:47]=3)=[O:58])=[CH:46][CH:45]=1)[C:25](=[O:44])[CH2:26][CH2:27]2. The yield is 0.770. (5) The reactants are [C:1]([C:3]1[CH:8]=[CH:7][N:6]=[CH:5][CH:4]=1)#[N:2].S(=O)(=O)(O)O.[CH3:14][O:15][C:16]1[C:24]2[O:23][C:22]([CH3:26])([CH3:25])[CH2:21][C:20]=2[CH:19]=[C:18]([CH:27]=[C:28]([CH3:30])[CH3:29])[CH:17]=1. The catalyst is C1(C)C=CC=CC=1.O. The product is [CH3:14][O:15][C:16]1[CH:17]=[C:18]2[C:19](=[C:20]3[CH2:21][C:22]([CH3:26])([CH3:25])[O:23][C:24]=13)[C:1]([C:3]1[CH:8]=[CH:7][N:6]=[CH:5][CH:4]=1)=[N:2][C:28]([CH3:30])([CH3:29])[CH2:27]2. The yield is 0.290. (6) The reactants are [CH2:1]([C:5]1[N:10]2[N:11]=[CH:12][N:13]=[C:9]2[N:8]([CH:14]2[CH2:23][CH2:22][C:17]3(OCC[O:18]3)[CH2:16][CH2:15]2)[C:7](=[O:24])[C:6]=1[CH2:25][C:26]1[CH:31]=[CH:30][C:29]([C:32]2[C:33]([C:38]#[N:39])=[CH:34][CH:35]=[CH:36][CH:37]=2)=[CH:28][CH:27]=1)[CH2:2][CH2:3][CH3:4].O.C1(C)C=CC(S(O)(=O)=O)=CC=1.CO.O1CCCC1. The catalyst is C(OCC)(=O)C. The product is [CH2:1]([C:5]1[N:10]2[N:11]=[CH:12][N:13]=[C:9]2[N:8]([CH:14]2[CH2:15][CH2:16][C:17](=[O:18])[CH2:22][CH2:23]2)[C:7](=[O:24])[C:6]=1[CH2:25][C:26]1[CH:31]=[CH:30][C:29]([C:32]2[C:33]([C:38]#[N:39])=[CH:34][CH:35]=[CH:36][CH:37]=2)=[CH:28][CH:27]=1)[CH2:2][CH2:3][CH3:4]. The yield is 0.670. (7) The reactants are [CH3:1][O:2][CH2:3][CH2:4][O:5][C:6]1[CH:7]=[C:8]2[C:12](=[C:13]([N:15]([CH3:24])[S:16]([C:19]3[S:20][CH:21]=[CH:22][CH:23]=3)(=[O:18])=[O:17])[CH:14]=1)[NH:11][C:10]([C:25]1[S:26][CH:27]([CH2:30][C:31](O)=[O:32])[CH2:28][N:29]=1)=[CH:9]2.Cl.C[N:36](C)CCCN=C=NCC.CN(C)C=O. The catalyst is O. The product is [CH3:1][O:2][CH2:3][CH2:4][O:5][C:6]1[CH:7]=[C:8]2[C:12](=[C:13]([N:15]([CH3:24])[S:16]([C:19]3[S:20][CH:21]=[CH:22][CH:23]=3)(=[O:18])=[O:17])[CH:14]=1)[NH:11][C:10]([C:25]1[S:26][CH:27]([CH2:30][C:31]([NH2:36])=[O:32])[CH2:28][N:29]=1)=[CH:9]2. The yield is 0.500.